This data is from Catalyst prediction with 721,799 reactions and 888 catalyst types from USPTO. The task is: Predict which catalyst facilitates the given reaction. (1) Reactant: [Cl:1][C:2]1[CH:3]=[C:4]2[C:9](=[CH:10][C:11]=1[C:12]([OH:14])=O)[N:8]=[CH:7][N:6]=[C:5]2[NH:15][CH:16]([C:18]1[NH:22][C:21]2[CH:23]=[CH:24][C:25]([Cl:27])=[CH:26][C:20]=2[N:19]=1)[CH3:17].FC1C(OC(N(C)C)=[N+](C)C)=C(F)C(F)=C(F)C=1F.F[P-](F)(F)(F)(F)F.C(N(C(C)C)CC)(C)C.[NH:63]1[CH2:68][CH2:67][CH:66]([C:69]([NH2:71])=[O:70])[CH2:65][CH2:64]1. Product: [Cl:1][C:2]1[CH:3]=[C:4]2[C:9](=[CH:10][C:11]=1[C:12]([N:63]1[CH2:68][CH2:67][CH:66]([C:69]([NH2:71])=[O:70])[CH2:65][CH2:64]1)=[O:14])[N:8]=[CH:7][N:6]=[C:5]2[NH:15][CH:16]([C:18]1[NH:22][C:21]2[CH:23]=[CH:24][C:25]([Cl:27])=[CH:26][C:20]=2[N:19]=1)[CH3:17]. The catalyst class is: 16. (2) Reactant: [C:1]1([C:21]2[CH:26]=[CH:25][CH:24]=[CH:23][CH:22]=2)[CH:6]=[CH:5][C:4]([C:7]([N:9]2[CH2:13][C:12](=[N:14][O:15][CH3:16])[CH2:11][C@H:10]2[CH2:17][C:18](O)=[O:19])=[O:8])=[CH:3][CH:2]=1.CN1CCOCC1.ClC(OCC(C)C)=O.[NH2:42][CH2:43][C@H:44]([C:46]1[CH:51]=[CH:50][CH:49]=[CH:48][CH:47]=1)[OH:45]. Product: [C:1]1([C:21]2[CH:26]=[CH:25][CH:24]=[CH:23][CH:22]=2)[CH:6]=[CH:5][C:4]([C:7]([N:9]2[CH2:13][C:12](=[N:14][O:15][CH3:16])[CH2:11][C@H:10]2[CH2:17][C:18]([NH:42][CH2:43][C@@H:44]([OH:45])[C:46]2[CH:51]=[CH:50][CH:49]=[CH:48][CH:47]=2)=[O:19])=[O:8])=[CH:3][CH:2]=1. The catalyst class is: 217. (3) Reactant: Cl[C:2]1[N:7]=[C:6]([NH:8][C@H:9]([CH2:13][CH:14]2[CH2:16][CH2:15]2)[C:10]([NH2:12])=[O:11])[CH:5]=[N:4][C:3]=1[C:17]#[N:18].Cl.[CH3:20][C:21]1[CH:25]=[C:24]([NH2:26])[S:23][N:22]=1.C([O-])([O-])=O.[K+].[K+].C1C=CC(P(C2C(C3C(P(C4C=CC=CC=4)C4C=CC=CC=4)=CC=C4C=3C=CC=C4)=C3C(C=CC=C3)=CC=2)C2C=CC=CC=2)=CC=1. Product: [C:17]([C:3]1[N:4]=[CH:5][C:6]([NH:8][C@H:9]([CH2:13][CH:14]2[CH2:16][CH2:15]2)[C:10]([NH2:12])=[O:11])=[N:7][C:2]=1[NH:26][C:24]1[S:23][N:22]=[C:21]([CH3:20])[CH:25]=1)#[N:18]. The catalyst class is: 231. (4) The catalyst class is: 494. Reactant: [NH2:1][C:2]1[C:3]([F:18])=[CH:4][C:5]([Cl:17])=[C:6]([N:8]([S:12]([CH2:15][Cl:16])(=[O:14])=[O:13])C(=O)C)[CH:7]=1.Cl. Product: [NH2:1][C:2]1[C:3]([F:18])=[CH:4][C:5]([Cl:17])=[C:6]([NH:8][S:12]([CH2:15][Cl:16])(=[O:14])=[O:13])[CH:7]=1. (5) Reactant: [Cl:1][C:2]1[C:3]([OH:12])=[CH:4][C:5]2[O:9][CH2:8][C:7](=[O:10])[C:6]=2[CH:11]=1.[C:13]([O:17][C:18]([N:20]1[CH2:25][CH2:24][NH:23][CH2:22][CH2:21]1)=[O:19])([CH3:16])([CH3:15])[CH3:14].[CH2:26]=O. Product: [Cl:1][C:2]1[C:3]([OH:12])=[C:4]([CH2:26][N:23]2[CH2:24][CH2:25][N:20]([C:18]([O:17][C:13]([CH3:16])([CH3:14])[CH3:15])=[O:19])[CH2:21][CH2:22]2)[C:5]2[O:9][CH2:8][C:7](=[O:10])[C:6]=2[CH:11]=1. The catalyst class is: 8.